This data is from Reaction yield outcomes from USPTO patents with 853,638 reactions. The task is: Predict the reaction yield, written as a fraction of the theoretical maximum amount of product (1.0 means a 100% yield; for example, 0.34 means a 34% yield). (1) The reactants are [N:1]1([C:7]2[CH:8]=[CH:9][C:10]3[CH2:11][N:12]([C:18]([O:20][C:21]([CH3:24])([CH3:23])[CH3:22])=[O:19])[CH2:13][CH2:14][O:15][C:16]=3[N:17]=2)[CH2:6][CH2:5][NH:4][CH2:3][CH2:2]1.[C:25]1([CH2:31][CH2:32][CH:33]=O)[CH:30]=[CH:29][CH:28]=[CH:27][CH:26]=1.[OH-].[Na+]. The catalyst is C1COCC1.CC(C)[O-].CC(C)[O-].CC(C)[O-].CC(C)[O-].[Ti+4]. The product is [C:25]1([CH2:31][CH2:32][CH2:33][N:4]2[CH2:5][CH2:6][N:1]([C:7]3[CH:8]=[CH:9][C:10]4[CH2:11][N:12]([C:18]([O:20][C:21]([CH3:24])([CH3:23])[CH3:22])=[O:19])[CH2:13][CH2:14][O:15][C:16]=4[N:17]=3)[CH2:2][CH2:3]2)[CH:30]=[CH:29][CH:28]=[CH:27][CH:26]=1. The yield is 0.0400. (2) The reactants are [C:1]1([C:7]2[CH:15]=[C:14]3[C:10]([CH2:11][C:12](=[O:16])[NH:13]3)=[CH:9][CH:8]=2)[CH:6]=[CH:5][CH:4]=[CH:3][CH:2]=1.[N:17]1([CH2:22][CH2:23][NH:24][C:25]([C:27]2[C:31]([CH3:32])=[C:30]([CH:33]=O)[NH:29][C:28]=2[CH3:35])=[O:26])[CH2:21][CH2:20][CH2:19][CH2:18]1. No catalyst specified. The product is [N:17]1([CH2:22][CH2:23][NH:24][C:25]([C:27]2[C:31]([CH3:32])=[C:30]([CH:33]=[C:11]3[C:10]4[C:14](=[CH:15][C:7]([C:1]5[CH:2]=[CH:3][CH:4]=[CH:5][CH:6]=5)=[CH:8][CH:9]=4)[NH:13][C:12]3=[O:16])[NH:29][C:28]=2[CH3:35])=[O:26])[CH2:21][CH2:20][CH2:19][CH2:18]1. The yield is 0.0850. (3) The reactants are [CH3:1][N:2]([S:21]([C:24]1[S:25][CH:26]=[CH:27][CH:28]=1)(=[O:23])=[O:22])[C:3]1[CH:4]=[CH:5][CH:6]=[C:7]2[C:11]=1[NH:10][C:9]([C:12]1[S:13][CH:14]([CH2:17][C:18]([OH:20])=O)[CH2:15][N:16]=1)=[CH:8]2.C[N:30](C)C=O.Cl.CN(C)CCCN=C=NCC. The catalyst is C(OCC)(=O)C. The product is [CH3:1][N:2]([S:21]([C:24]1[S:25][CH:26]=[CH:27][CH:28]=1)(=[O:23])=[O:22])[C:3]1[CH:4]=[CH:5][CH:6]=[C:7]2[C:11]=1[NH:10][C:9]([C:12]1[S:13][CH:14]([CH2:17][C:18]([NH2:30])=[O:20])[CH2:15][N:16]=1)=[CH:8]2. The yield is 0.820. (4) The reactants are O[CH2:2][C:3]1[C:4]([C:16]2[CH:21]=[CH:20][C:19]([O:22][CH2:23][O:24][CH3:25])=[CH:18][C:17]=2[O:26][CH3:27])=[CH:5][CH:6]=[C:7]2[C:12]=1[NH:11][C:10](=[O:13])[C:9]([CH3:15])([CH3:14])[NH:8]2.C(N(CC)CC)C.CS([Cl:39])(=O)=O. The catalyst is ClCCl. The product is [Cl:39][CH2:2][C:3]1[C:4]([C:16]2[CH:21]=[CH:20][C:19]([O:22][CH2:23][O:24][CH3:25])=[CH:18][C:17]=2[O:26][CH3:27])=[CH:5][CH:6]=[C:7]2[C:12]=1[NH:11][C:10](=[O:13])[C:9]([CH3:15])([CH3:14])[NH:8]2. The yield is 0.460. (5) The reactants are [Cl:1][C:2]1[C:9]([C:10]([F:13])([F:12])[F:11])=[CH:8][CH:7]=[CH:6][C:3]=1[CH:4]=O.[C:14]([NH:17][NH2:18])([NH2:16])=[NH:15].Cl. No catalyst specified. The product is [ClH:1].[Cl:1][C:2]1[C:9]([C:10]([F:13])([F:12])[F:11])=[CH:8][CH:7]=[CH:6][C:3]=1[CH:4]=[N:18][NH:17][C:14]([NH2:16])=[NH:15]. The yield is 0.900. (6) The reactants are O[CH2:2][CH2:3][N:4]1[C:13]2[CH:12]=[CH:11][C:10]([CH3:14])=[CH:9][C:8]=2[C:7](=[O:15])[C:6]2[N:16]([CH3:19])[N:17]=[CH:18][C:5]1=2.S(Cl)([Cl:22])=O. The catalyst is O1CCCC1.CN(C)C=O. The product is [Cl:22][CH2:2][CH2:3][N:4]1[C:13]2[CH:12]=[CH:11][C:10]([CH3:14])=[CH:9][C:8]=2[C:7](=[O:15])[C:6]2[N:16]([CH3:19])[N:17]=[CH:18][C:5]1=2. The yield is 0.300. (7) The reactants are [CH3:1][NH2:2].C1COCC1.[C:8]([O:12][C:13](=[O:26])[NH:14][C:15]([C:19]1[CH:24]=[CH:23][CH:22]=[C:21]([Br:25])[CH:20]=1)([CH3:18])[CH:16]=O)([CH3:11])([CH3:10])[CH3:9].C(O[BH-](OC(=O)C)OC(=O)C)(=O)C.[Na+].C([O-])(O)=O.[Na+]. The catalyst is C(Cl)Cl.CC(O)=O. The product is [C:8]([O:12][C:13](=[O:26])[NH:14][C:15]([C:19]1[CH:24]=[CH:23][CH:22]=[C:21]([Br:25])[CH:20]=1)([CH3:18])[CH2:16][NH:2][CH3:1])([CH3:11])([CH3:10])[CH3:9]. The yield is 0.970. (8) The reactants are [NH2:1][C:2](=[O:37])[C@@H:3]([NH:7][C:8]([C@:10]1([CH2:28][C:29]2[CH:34]=[C:33]([Br:35])[CH:32]=[C:31]([Br:36])[CH:30]=2)[CH2:14][CH2:13][CH2:12][N:11]1[C:15]([C@@H:17]1[CH2:21][CH2:20][CH2:19][N:18]1C(OCC=C)=O)=[O:16])=[O:9])[C@H:4]([OH:6])[CH3:5].C1N2CCN(CC2)C1. The product is [NH2:1][C:2](=[O:37])[C@@H:3]([NH:7][C:8]([C@:10]1([CH2:28][C:29]2[CH:30]=[C:31]([Br:36])[CH:32]=[C:33]([Br:35])[CH:34]=2)[CH2:14][CH2:13][CH2:12][N:11]1[C:15]([C@@H:17]1[CH2:21][CH2:20][CH2:19][NH:18]1)=[O:16])=[O:9])[C@H:4]([OH:6])[CH3:5]. The catalyst is C1COCC1.CCOC(C)=O.C([O-])(O)=O.[Na+].C1C=CC([P]([Pd]([P](C2C=CC=CC=2)(C2C=CC=CC=2)C2C=CC=CC=2)([P](C2C=CC=CC=2)(C2C=CC=CC=2)C2C=CC=CC=2)[P](C2C=CC=CC=2)(C2C=CC=CC=2)C2C=CC=CC=2)(C2C=CC=CC=2)C2C=CC=CC=2)=CC=1. The yield is 0.640. (9) The reactants are [Br:1][C:2]1[CH:7]=[CH:6][CH:5]=[CH:4][C:3]=1[NH:8][N:9]=[C:10]([C:18]#[N:19])[C:11]([NH:13][CH2:14][CH2:15][CH2:16][CH3:17])=[O:12].[Cl-].[Al+3].[Cl-].[Cl-].O.[C@H](O)(C([O-])=O)[C@@H](O)C([O-])=O.[Na+].[K+]. The catalyst is C1(C)C=CC=CC=1. The product is [NH2:19][C:18]1[C:4]2[C:3](=[C:2]([Br:1])[CH:7]=[CH:6][CH:5]=2)[N:8]=[N:9][C:10]=1[C:11]([NH:13][CH2:14][CH2:15][CH2:16][CH3:17])=[O:12]. The yield is 0.260.